From a dataset of Reaction yield outcomes from USPTO patents with 853,638 reactions. Predict the reaction yield, written as a fraction of the theoretical maximum amount of product (1.0 means a 100% yield; for example, 0.34 means a 34% yield). The reactants are [CH3:1][Si](C=[N+]=[N-])(C)C.[CH3:8][N:9]1[CH2:14][CH2:13][N:12]([CH2:15][C:16]2[CH:24]=[CH:23][C:19]([C:20]([OH:22])=[O:21])=[CH:18][CH:17]=2)[CH2:11][CH2:10]1. The catalyst is C1(C)C=CC=CC=1.CO.C(Cl)Cl. The product is [CH3:8][N:9]1[CH2:10][CH2:11][N:12]([CH2:15][C:16]2[CH:24]=[CH:23][C:19]([C:20]([O:22][CH3:1])=[O:21])=[CH:18][CH:17]=2)[CH2:13][CH2:14]1. The yield is 0.442.